From a dataset of Catalyst prediction with 721,799 reactions and 888 catalyst types from USPTO. Predict which catalyst facilitates the given reaction. (1) Reactant: Cl.[NH2:2][C@@H:3]1[CH2:8][CH2:7][C@H:6]([NH:9][C:10](=[O:27])[C:11]2[CH:16]=[C:15]([F:17])[CH:14]=[N:13][C:12]=2[O:18][C:19]2[CH:24]=[CH:23][CH:22]=[C:21]([S:25][CH3:26])[CH:20]=2)[CH2:5][CH2:4]1.C(N(CC)CC)C.[CH3:35][O:36][C:37](Cl)=[O:38]. Product: [CH3:35][O:36][C:37](=[O:38])[NH:2][C@H:3]1[CH2:8][CH2:7][C@@H:6]([NH:9][C:10]([C:11]2[C:12]([O:18][C:19]3[CH:24]=[CH:23][CH:22]=[C:21]([S:25][CH3:26])[CH:20]=3)=[N:13][CH:14]=[C:15]([F:17])[CH:16]=2)=[O:27])[CH2:5][CH2:4]1. The catalyst class is: 4. (2) Reactant: [F:1][C:2]([F:16])([F:15])[CH:3]([NH2:14])[CH2:4][S:5]([C:7]1[CH:12]=[CH:11][C:10]([CH3:13])=[CH:9][CH:8]=1)=O.C[Si](Cl)(C)C.[I].[Na]. Product: [F:16][C:2]([F:1])([F:15])[CH:3]([NH2:14])[CH2:4][S:5][C:7]1[CH:12]=[CH:11][C:10]([CH3:13])=[CH:9][CH:8]=1. The catalyst class is: 10. (3) Reactant: [C:1]([O:4][C:5]1[CH:10]=[CH:9][C:8]([C:11]([C:26]2[CH:31]=[CH:30][C:29]([O:32][C:33](=[O:35])[CH3:34])=[CH:28][CH:27]=2)=[C:12]([C:15]2[CH:20]=[CH:19][C:18](/[CH:21]=[CH:22]/[C:23](O)=[O:24])=[CH:17][CH:16]=2)[CH2:13][CH3:14])=[CH:7][CH:6]=1)(=[O:3])[CH3:2].C(Cl)(=O)C(Cl)=O.[NH4+:42].[OH-]. Product: [C:1]([O:4][C:5]1[CH:10]=[CH:9][C:8]([C:11]([C:26]2[CH:31]=[CH:30][C:29]([O:32][C:33](=[O:35])[CH3:34])=[CH:28][CH:27]=2)=[C:12]([C:15]2[CH:20]=[CH:19][C:18](/[CH:21]=[CH:22]/[C:23]([NH2:42])=[O:24])=[CH:17][CH:16]=2)[CH2:13][CH3:14])=[CH:7][CH:6]=1)(=[O:3])[CH3:2]. The catalyst class is: 91. (4) Reactant: [H-].[Na+].[OH:3][CH:4]1[CH2:8][CH2:7][O:6][CH2:5]1.[F:9][C:10]1[CH:17]=[C:16]([O:18][CH3:19])[CH:15]=[C:14](F)[C:11]=1[C:12]#[N:13].O. Product: [F:9][C:10]1[CH:17]=[C:16]([O:18][CH3:19])[CH:15]=[C:14]([O:3][CH:4]2[CH2:8][CH2:7][O:6][CH2:5]2)[C:11]=1[C:12]#[N:13]. The catalyst class is: 7. (5) Reactant: [CH3:1][C:2]1[N:7]=[C:6](N)[CH:5]=[CH:4][C:3]=1[N+:9]([O-:11])=[O:10].S(=O)(=O)(O)[OH:13].N([O-])=O.[Na+]. Product: [CH3:1][C:2]1[N:7]=[C:6]([OH:13])[CH:5]=[CH:4][C:3]=1[N+:9]([O-:11])=[O:10]. The catalyst class is: 6. (6) The catalyst class is: 38. Reactant: [CH3:1][N:2]1[CH2:7][CH:6]=[C:5](B2OC(C)(C)C(C)(C)O2)[CH2:4][CH2:3]1.Br[C:18]1[CH:23]=[C:22]([O:24][CH3:25])[C:21]([NH:26][C:27]2[N:32]=[C:31]([C:33]3[C:41]4[C:36](=[CH:37][CH:38]=[CH:39][CH:40]=4)[N:35]([CH3:42])[CH:34]=3)[CH:30]=[CH:29][N:28]=2)=[CH:20][C:19]=1[NH2:43].[O-]P([O-])([O-])=O.[K+].[K+].[K+]. Product: [CH3:25][O:24][C:22]1[CH:23]=[C:18]([C:5]2[CH2:4][CH2:3][N:2]([CH3:1])[CH2:7][CH:6]=2)[C:19]([NH2:43])=[CH:20][C:21]=1[NH:26][C:27]1[N:32]=[C:31]([C:33]2[C:41]3[C:36](=[CH:37][CH:38]=[CH:39][CH:40]=3)[N:35]([CH3:42])[CH:34]=2)[CH:30]=[CH:29][N:28]=1. (7) Reactant: [CH2:1]([O:3][C:4](=[O:37])[C:5]([N:7]([CH2:15][C:16]1[CH:21]=[CH:20][C:19]([C:22]([NH:24][CH2:25][CH2:26][CH2:27][CH2:28][CH2:29][CH2:30][CH2:31][CH2:32][CH2:33][CH2:34][CH2:35][CH3:36])=[O:23])=[CH:18][CH:17]=1)[CH2:8][CH:9]1[CH2:14][CH2:13][NH:12][CH2:11][CH2:10]1)=[O:6])[CH3:2].[CH:38]1([N:44]=[C:45]=[O:46])[CH2:43][CH2:42][CH2:41][CH2:40][CH2:39]1. Product: [CH2:1]([O:3][C:4](=[O:37])[C:5]([N:7]([CH2:8][CH:9]1[CH2:10][CH2:11][N:12]([C:45]([NH:44][CH:38]2[CH2:43][CH2:42][CH2:41][CH2:40][CH2:39]2)=[O:46])[CH2:13][CH2:14]1)[CH2:15][C:16]1[CH:17]=[CH:18][C:19]([C:22]([NH:24][CH2:25][CH2:26][CH2:27][CH2:28][CH2:29][CH2:30][CH2:31][CH2:32][CH2:33][CH2:34][CH2:35][CH3:36])=[O:23])=[CH:20][CH:21]=1)=[O:6])[CH3:2]. The catalyst class is: 1. (8) The catalyst class is: 5. Reactant: [F:1][C:2]1[CH:22]=[CH:21][C:5]([C:6]([CH:8]2[CH2:13][CH2:12][N:11]([C:14]([O:16][C:17]([CH3:20])([CH3:19])[CH3:18])=[O:15])[CH2:10][CH2:9]2)=[O:7])=[CH:4][CH:3]=1.[BH4-].[Na+]. Product: [F:1][C:2]1[CH:3]=[CH:4][C:5]([CH:6]([OH:7])[CH:8]2[CH2:9][CH2:10][N:11]([C:14]([O:16][C:17]([CH3:19])([CH3:18])[CH3:20])=[O:15])[CH2:12][CH2:13]2)=[CH:21][CH:22]=1. (9) Reactant: C(OC([N:8]1[CH2:12][CH2:11][CH2:10][C@H:9]1[CH2:13][O:14][C:15]1[CH:24]=[CH:23][C:18]([C:19]([O:21][CH3:22])=[O:20])=[CH:17][CH:16]=1)=O)(C)(C)C. Product: [NH:8]1[CH2:12][CH2:11][CH2:10][C@H:9]1[CH2:13][O:14][C:15]1[CH:24]=[CH:23][C:18]([C:19]([O:21][CH3:22])=[O:20])=[CH:17][CH:16]=1. The catalyst class is: 137.